This data is from Reaction yield outcomes from USPTO patents with 853,638 reactions. The task is: Predict the reaction yield, written as a fraction of the theoretical maximum amount of product (1.0 means a 100% yield; for example, 0.34 means a 34% yield). (1) The reactants are [CH2:1]([O:8][C:9]([N:11]1[CH2:15][CH2:14][CH2:13][CH:12]1[C:16]1[S:20][N:19]=[C:18]([NH2:21])[N:17]=1)=[O:10])[C:2]1[CH:7]=[CH:6][CH:5]=[CH:4][CH:3]=1.[CH:22]([CH:24]=O)=O.[Cl-].[NH4+:27].P([O-])([O-])([O-])=O.[Ca+2].P([O-])([O-])([O-])=O.[Ca+2].[Ca+2].[CH2:41]=O. The catalyst is C(O)C. The product is [CH2:1]([O:8][C:9]([N:11]1[CH2:15][CH2:14][CH2:13][CH:12]1[C:16]1[S:20][N:19]=[C:18]([N:21]2[CH:24]=[CH:22][N:27]=[CH:41]2)[N:17]=1)=[O:10])[C:2]1[CH:3]=[CH:4][CH:5]=[CH:6][CH:7]=1. The yield is 0.660. (2) The reactants are [CH2:1]([C:3]1[CH:19]=[CH:18][C:6]([O:7][C:8]2[CH:13]=[CH:12][C:11]([C:14](=[O:16])[CH3:15])=[CH:10][C:9]=2[F:17])=[C:5]([OH:20])[CH:4]=1)[CH3:2].[C:21]([NH:28][CH2:29][C:30](O)=[O:31])([O:23][C:24]([CH3:27])([CH3:26])[CH3:25])=[O:22].F[P-](F)(F)(F)(F)F.N1(O[P+](N(C)C)(N(C)C)N(C)C)C2C=CC=CC=2N=N1.C(N(CC)CC)C. The catalyst is C1COCC1. The product is [C:14]([C:11]1[CH:12]=[CH:13][C:8]([O:7][C:6]2[CH:18]=[CH:19][C:3]([CH2:1][CH3:2])=[CH:4][C:5]=2[O:20][C:30](=[O:31])[CH2:29][NH:28][C:21]([O:23][C:24]([CH3:26])([CH3:25])[CH3:27])=[O:22])=[C:9]([F:17])[CH:10]=1)(=[O:16])[CH3:15]. The yield is 0.580. (3) The reactants are [CH3:1][C:2]1[CH:3]=[CH:4][C:5]([NH:8][CH:9]2[CH2:14][CH2:13][N:12]([CH2:15][C:16]34[CH2:25][CH:20]5[CH2:21][CH:22]([CH2:24][C:18]([C:26]([O:28][CH3:29])=[O:27])([CH2:19]5)[CH2:17]3)[CH2:23]4)[CH2:11][CH2:10]2)=[N:6][CH:7]=1.C(N(CC)CC)C.[O:37]1[CH:41]=[CH:40][CH:39]=[C:38]1[C:42]([Cl:44])=[O:43].O.N. The catalyst is C(Cl)Cl.CO. The product is [ClH:44].[CH3:29][O:28][C:26]([C:18]12[CH2:24][CH:22]3[CH2:21][CH:20]([CH2:25][C:16]([CH2:15][N:12]4[CH2:13][CH2:14][CH:9]([N:8]([C:5]5[CH:4]=[CH:3][C:2]([CH3:1])=[CH:7][N:6]=5)[C:42]([C:38]5[O:37][CH:41]=[CH:40][CH:39]=5)=[O:43])[CH2:10][CH2:11]4)([CH2:23]3)[CH2:17]1)[CH2:19]2)=[O:27]. The yield is 0.960.